Dataset: TCR-epitope binding with 47,182 pairs between 192 epitopes and 23,139 TCRs. Task: Binary Classification. Given a T-cell receptor sequence (or CDR3 region) and an epitope sequence, predict whether binding occurs between them. (1) The epitope is FVDGVPFVV. Result: 1 (the TCR binds to the epitope). The TCR CDR3 sequence is CASTRDRGYEQYF. (2) The epitope is RIFTIGTVTLK. The TCR CDR3 sequence is CASGPWTGWDTEAFF. Result: 1 (the TCR binds to the epitope).